Task: Predict the product of the given reaction.. Dataset: Forward reaction prediction with 1.9M reactions from USPTO patents (1976-2016) (1) Given the reactants [CH2:1]([O:8][C:9](=[O:18])[NH:10][C:11]1(O)[CH:16]=[CH:15][CH:14]=[N:13][CH2:12]1)[C:2]1[CH:7]=[CH:6][CH:5]=[CH:4][CH:3]=1.[H-].[Na+].[C:21]([O:25][C:26](=[O:29])[CH2:27]Br)([CH3:24])([CH3:23])[CH3:22].C1C[O:33]CC1, predict the reaction product. The product is: [CH2:1]([O:8][C:9]([NH:10][C:11]1[C:12](=[O:33])[N:13]([CH2:27][C:26]([O:25][C:21]([CH3:24])([CH3:23])[CH3:22])=[O:29])[CH:14]=[CH:15][CH:16]=1)=[O:18])[C:2]1[CH:7]=[CH:6][CH:5]=[CH:4][CH:3]=1. (2) Given the reactants [CH3:1][C:2]1[C:3]([C:7]([C:9]2[CH:14]=[CH:13][CH:12]=[CH:11][CH:10]=2)=O)=[N:4][S:5][N:6]=1.Cl.[NH2:16][OH:17], predict the reaction product. The product is: [OH:17][N:16]=[C:7]([C:3]1[C:2]([CH3:1])=[N:6][S:5][N:4]=1)[C:9]1[CH:14]=[CH:13][CH:12]=[CH:11][CH:10]=1. (3) Given the reactants [C:1]([O:5][C:6](=[O:27])[NH:7][C:8]([C:10]1[S:11][C:12]([S:25][CH3:26])=[C:13]([S:15]([C:18]2[CH:23]=[CH:22][CH:21]=[C:20](Br)[CH:19]=2)(=[O:17])=[O:16])[CH:14]=1)=[NH:9])([CH3:4])([CH3:3])[CH3:2].[C:28]([O:32][C:33](=[O:50])[C:34]1[CH:39]=[CH:38][C:37](C)=[CH:36][C:35]=1B1OC(C)(C)C(C)(C)O1)([CH3:31])([CH3:30])[CH3:29].[C:51]([O-])([O-])=O.[Na+].[Na+].C(O)C, predict the reaction product. The product is: [C:28]([O:32][C:33]([C:34]1[C:35]([C:20]2[CH:21]=[CH:22][CH:23]=[C:18]([S:15]([C:13]3[CH:14]=[C:10]([C:8]([NH:7][C:6]([O:5][C:1]([CH3:4])([CH3:3])[CH3:2])=[O:27])=[NH:9])[S:11][C:12]=3[S:25][CH3:26])(=[O:17])=[O:16])[CH:19]=2)=[C:36]([CH3:51])[CH:37]=[CH:38][CH:39]=1)=[O:50])([CH3:29])([CH3:30])[CH3:31].